Dataset: Reaction yield outcomes from USPTO patents with 853,638 reactions. Task: Predict the reaction yield, written as a fraction of the theoretical maximum amount of product (1.0 means a 100% yield; for example, 0.34 means a 34% yield). (1) The reactants are Br[C:2]1[CH:3]=[CH:4][C:5]2[N:6]([CH3:15])[C:7]3[C:12]([C:13]=2[CH:14]=1)=[CH:11][CH:10]=[CH:9][CH:8]=3.[Li]CCCC.CN([CH:24]=[O:25])C. The catalyst is C1COCC1. The product is [CH3:15][N:6]1[C:5]2[CH:4]=[CH:3][C:2]([CH:24]=[O:25])=[CH:14][C:13]=2[C:12]2[C:7]1=[CH:8][CH:9]=[CH:10][CH:11]=2. The yield is 0.600. (2) The reactants are [CH3:1][C:2]1[O:6][N:5]=[C:4]([C:7]2[CH:12]=[CH:11][CH:10]=[CH:9][CH:8]=2)[C:3]=1[CH2:13][O:14][C:15]1[CH:23]=[CH:22][C:18]([C:19]([OH:21])=O)=[CH:17][N:16]=1.[NH2:24][CH:25]1[CH2:30][CH2:29][O:28][CH2:27][CH2:26]1. No catalyst specified. The product is [CH3:1][C:2]1[O:6][N:5]=[C:4]([C:7]2[CH:8]=[CH:9][CH:10]=[CH:11][CH:12]=2)[C:3]=1[CH2:13][O:14][C:15]1[CH:23]=[CH:22][C:18]([C:19]([NH:24][CH:25]2[CH2:30][CH2:29][O:28][CH2:27][CH2:26]2)=[O:21])=[CH:17][N:16]=1. The yield is 0.910. (3) The reactants are [CH3:1][CH2:2][O:3][C:4]([CH:6](Br)[CH2:7][CH2:8][CH:9](Br)[C:10]([O:12][CH2:13][CH3:14])=[O:11])=[O:5].[CH2:17]([NH2:24])[C:18]1[CH:23]=[CH:22][CH:21]=[CH:20][CH:19]=1. The catalyst is C1C=CC=CC=1. The product is [CH3:1][CH2:2][O:3][C:4]([CH:6]1[N:24]([CH2:17][C:18]2[CH:23]=[CH:22][CH:21]=[CH:20][CH:19]=2)[CH:9]([C:10]([O:12][CH2:13][CH3:14])=[O:11])[CH2:8][CH2:7]1)=[O:5]. The yield is 0.940. (4) The product is [ClH:1].[NH2:26][CH2:25][CH:24]([C:3]1[CH:4]=[CH:5][C:6]([C:8]2[C:9]3[C:10]4[CH:23]=[CH:22][S:21][C:11]=4[C:12](=[O:20])[NH:13][C:14]=3[CH:15]=[CH:16][C:17]=2[OH:18])=[CH:7][C:2]=1[Cl:1])[CH3:34]. The catalyst is C(Cl)Cl. The yield is 0.430. The reactants are [Cl:1][C:2]1[CH:7]=[C:6]([C:8]2[C:9]3[C:10]4[CH:23]=[CH:22][S:21][C:11]=4[C:12](=[O:20])[NH:13][C:14]=3[CH:15]=[CH:16][C:17]=2[O:18]C)[CH:5]=[CH:4][C:3]=1[CH:24]([CH3:34])[CH2:25][NH:26]C(=O)OC(C)(C)C.B(Br)(Br)Br. (5) The reactants are FC(F)(F)C(O)=O.[C:8]([C:10]1[CH:15]=[CH:14][N:13]2[N:16]=[CH:17][C:18]([C:19]3[N:24]=[C:23]([NH:25][C@@H:26]4[CH2:31][CH2:30][CH2:29][N:28](C(OC(C)(C)C)=O)[CH2:27]4)[CH:22]=[CH:21][N:20]=3)=[C:12]2[CH:11]=1)#[N:9].C(=O)([O-])O.[Na+]. The catalyst is ClCCl. The product is [NH:28]1[CH2:29][CH2:30][CH2:31][C@@H:26]([NH:25][C:23]2[CH:22]=[CH:21][N:20]=[C:19]([C:18]3[CH:17]=[N:16][N:13]4[CH:14]=[CH:15][C:10]([C:8]#[N:9])=[CH:11][C:12]=34)[N:24]=2)[CH2:27]1. The yield is 0.620. (6) The reactants are Cl[C:2]1[N:7]=[C:6]([NH:8][C:9]2[CH:10]=[N:11][CH:12]=[N:13][CH:14]=2)[C:5]([N+:15]([O-:17])=[O:16])=[C:4]([N:18]2[CH2:23][CH2:22][O:21][CH2:20][CH2:19]2)[N:3]=1.[F:24][CH:25]([F:37])[C:26]1[NH:30][C:29]2[CH:31]=[CH:32][CH:33]=[C:34]([O:35][CH3:36])[C:28]=2[N:27]=1.C([O-])([O-])=O.[K+].[K+].C(Cl)Cl.CCOC(C)=O. The catalyst is CS(C)=O.O. The product is [F:37][CH:25]([F:24])[CH:26]1[N:27]([C:2]2[N:7]=[C:6]([NH:8][C:9]3[CH:10]=[N:11][CH:12]=[N:13][CH:14]=3)[C:5]([N+:15]([O-:17])=[O:16])=[C:4]([N:18]3[CH2:23][CH2:22][O:21][CH2:20][CH2:19]3)[N:3]=2)[C:28]2[C:34]([O:35][CH3:36])=[CH:33][CH:32]=[CH:31][C:29]=2[NH:30]1. The yield is 0.860. (7) The yield is 0.750. The reactants are Cl[N:2]1[C@@H:7]([CH3:8])[CH2:6][N:5]([C:9]([O:11][C:12]([CH3:15])([CH3:14])[CH3:13])=[O:10])[C@H:4]([CH3:16])[CH2:3]1.Br[C:18]1[CH:19]=[CH:20][C:21]([N+:24]([O-:26])=[O:25])=[N:22][CH:23]=1. The product is [C:12]([O:11][C:9]([N:5]1[CH2:6][C@H:7]([CH3:8])[N:2]([C:18]2[CH:23]=[N:22][C:21]([N+:24]([O-:26])=[O:25])=[CH:20][CH:19]=2)[CH2:3][C@H:4]1[CH3:16])=[O:10])([CH3:15])([CH3:14])[CH3:13]. No catalyst specified.